Dataset: Full USPTO retrosynthesis dataset with 1.9M reactions from patents (1976-2016). Task: Predict the reactants needed to synthesize the given product. (1) Given the product [CH2:3]([CH:8]1[CH2:9][CH2:10][CH2:11][CH2:12][C:7]1=[O:13])[CH:2]=[CH2:1], predict the reactants needed to synthesize it. The reactants are: [CH3:1][C:2](C)([O-])[CH3:3].[K+].[C:7]1(=[O:13])[CH2:12][CH2:11][CH2:10][CH2:9][CH2:8]1.C(Br)C=C.CCOC(C)=O. (2) Given the product [C:10]1([CH:16]([C:22]2[CH:27]=[CH:26][CH:25]=[CH:24][CH:23]=2)[N:17]2[CH2:20][CH:19]([N:1]3[CH2:6][CH2:5][CH:4]([C:7]([NH2:9])=[O:8])[CH2:3][CH2:2]3)[CH2:18]2)[CH:11]=[CH:12][CH:13]=[CH:14][CH:15]=1, predict the reactants needed to synthesize it. The reactants are: [NH:1]1[CH2:6][CH2:5][CH:4]([C:7]([NH2:9])=[O:8])[CH2:3][CH2:2]1.[C:10]1([CH:16]([C:22]2[CH:27]=[CH:26][CH:25]=[CH:24][CH:23]=2)[N:17]2[CH2:20][C:19](=O)[CH2:18]2)[CH:15]=[CH:14][CH:13]=[CH:12][CH:11]=1.CO. (3) The reactants are: C(O[C:6](=O)[N:7]([CH2:9][C:10]1[CH:15]=[C:14]([O:16][C:17]2[C:18]([F:39])=[C:19]3[C:23](=[CH:24][CH:25]=2)[N:22]([C:26](=[O:37])[NH:27][C:28]2[CH:32]=[C:31]([C:33]([CH3:36])([CH3:35])[CH3:34])[O:30][N:29]=2)[C:21]([CH3:38])=[CH:20]3)[N:13]=[CH:12][N:11]=1)C)(C)(C)C.C(O)(C(F)(F)F)=O. Given the product [C:33]([C:31]1[O:30][N:29]=[C:28]([NH:27][C:26]([N:22]2[C:23]3[C:19](=[C:18]([F:39])[C:17]([O:16][C:14]4[CH:15]=[C:10]([CH2:9][NH:7][CH3:6])[N:11]=[CH:12][N:13]=4)=[CH:25][CH:24]=3)[CH:20]=[C:21]2[CH3:38])=[O:37])[CH:32]=1)([CH3:36])([CH3:35])[CH3:34], predict the reactants needed to synthesize it. (4) Given the product [Cl:1][C:2]1[CH:3]=[C:4]2[C:8](=[CH:9][CH:10]=1)[N:7]([CH3:11])[CH2:6][CH2:5]2, predict the reactants needed to synthesize it. The reactants are: [Cl:1][C:2]1[CH:3]=[C:4]2[C:8](=[CH:9][CH:10]=1)[NH:7][CH2:6][CH2:5]2.[CH3:11]OC(=O)OC.C(=O)([O-])[O-].[K+].[K+].C(OCC)C. (5) Given the product [CH2:32]([C:31]1[C:19]2[CH2:20][N:21]([C:24]([O:26][C:27]([CH3:30])([CH3:29])[CH3:28])=[O:25])[CH2:22][CH2:23][C:18]=2[N:15]=[C:14]([NH:13][C:10]2[CH:9]=[CH:8][C:7]([N:3]3[CH:4]=[CH:5][N:6]=[C:2]3[CH3:1])=[CH:12][CH:11]=2)[N:16]=1)[C:33]1[CH:34]=[CH:35][CH:36]=[CH:37][CH:38]=1, predict the reactants needed to synthesize it. The reactants are: [CH3:1][C:2]1[N:3]([C:7]2[CH:12]=[CH:11][C:10]([NH:13][C:14]([NH2:16])=[NH:15])=[CH:9][CH:8]=2)[CH:4]=[CH:5][N:6]=1.O=[C:18]1[CH2:23][CH2:22][N:21]([C:24]([O:26][C:27]([CH3:30])([CH3:29])[CH3:28])=[O:25])[CH2:20][CH:19]1[C:31](=O)[CH2:32][C:33]1[CH:38]=[CH:37][CH:36]=[CH:35][CH:34]=1.[O-]CC.[Na+]. (6) Given the product [CH3:22][C@:23]12[CH2:29][C:28](=[CH:12][C:13]([O:15][C:16]([CH3:19])([CH3:18])[CH3:17])=[O:14])[C@@H:27]1[CH:26]=[CH:25][CH2:24]2, predict the reactants needed to synthesize it. The reactants are: O1CCCC1.COP([CH2:12][C:13]([O:15][C:16]([CH3:19])([CH3:18])[CH3:17])=[O:14])(OC)=O.[H-].[Na+].[CH3:22][C:23]12[CH2:29][C:28](=O)[CH:27]1[CH:26]=[CH:25][CH2:24]2. (7) Given the product [Cl:13][C:14]1[CH:19]=[C:18]([C:2]2[N:6]=[CH:5][N:4]([C:7]3[CH:12]=[CH:11][CH:10]=[CH:9][N:8]=3)[N:3]=2)[CH:17]=[CH:16][CH:15]=1, predict the reactants needed to synthesize it. The reactants are: Br[C:2]1[N:6]=[CH:5][N:4]([C:7]2[CH:12]=[CH:11][CH:10]=[CH:9][N:8]=2)[N:3]=1.[Cl:13][C:14]1[CH:15]=[C:16](B(O)O)[CH:17]=[CH:18][CH:19]=1.C(=O)([O-])[O-].[K+].[K+].CCOC(C)=O. (8) Given the product [C:39]([C:38]1[CH:41]=[C:34]([C:32]2[CH:31]=[CH:30][N:29]=[C:28]([NH:1][C:2]3[CH:3]=[CH:4][C:5]([O:25][CH3:26])=[C:6]([CH:24]=3)[O:7][CH2:8][CH2:9][CH2:10][CH:11]3[CH2:16][CH2:15][N:14]([C:17]([O:19][C:20]([CH3:22])([CH3:23])[CH3:21])=[O:18])[CH2:13][CH2:12]3)[N:33]=2)[CH:35]=[CH:36][C:37]=1[O:42][CH:43]1[CH2:48][CH2:47][O:46][CH2:45][CH2:44]1)#[N:40], predict the reactants needed to synthesize it. The reactants are: [NH2:1][C:2]1[CH:3]=[CH:4][C:5]([O:25][CH3:26])=[C:6]([CH:24]=1)[O:7][CH2:8][CH2:9][CH2:10][CH:11]1[CH2:16][CH2:15][N:14]([C:17]([O:19][C:20]([CH3:23])([CH3:22])[CH3:21])=[O:18])[CH2:13][CH2:12]1.Cl[C:28]1[N:33]=[C:32]([C:34]2[CH:35]=[CH:36][C:37]([O:42][CH:43]3[CH2:48][CH2:47][O:46][CH2:45][CH2:44]3)=[C:38]([CH:41]=2)[C:39]#[N:40])[CH:31]=[CH:30][N:29]=1.